From a dataset of Forward reaction prediction with 1.9M reactions from USPTO patents (1976-2016). Predict the product of the given reaction. (1) Given the reactants [CH3:1][C:2]1[CH:7]=[CH:6][C:5]([S:8]([N:11]([CH2:17][C:18]2[CH:27]=[CH:26][C:21]([C:22]([O:24]C)=[O:23])=[CH:20][CH:19]=2)[CH:12]([CH2:15][CH3:16])[CH2:13][CH3:14])(=[O:10])=[O:9])=[CH:4][CH:3]=1.[OH-].[K+], predict the reaction product. The product is: [CH3:1][C:2]1[CH:3]=[CH:4][C:5]([S:8]([N:11]([CH2:17][C:18]2[CH:19]=[CH:20][C:21]([C:22]([OH:24])=[O:23])=[CH:26][CH:27]=2)[CH:12]([CH2:13][CH3:14])[CH2:15][CH3:16])(=[O:10])=[O:9])=[CH:6][CH:7]=1. (2) Given the reactants [Cl:1][C:2]1[CH:8]=[CH:7][CH:6]=[CH:5][C:3]=1[NH2:4].C[Al](C)C.[CH2:13]([O:15][C:16]1[CH:17]=[CH:18][C:19]([C:22](OCC)=[O:23])=[N:20][CH:21]=1)[CH3:14], predict the reaction product. The product is: [Cl:1][C:2]1[CH:8]=[CH:7][CH:6]=[CH:5][C:3]=1[NH:4][C:22]([C:19]1[CH:18]=[CH:17][C:16]([O:15][CH2:13][CH3:14])=[CH:21][N:20]=1)=[O:23]. (3) Given the reactants [CH2:1]([O:3][P:4]([C:9]1[CH:14]=[CH:13][CH:12]=[CH:11][C:10]=1[NH2:15])(=[O:8])[O:5][CH2:6][CH3:7])[CH3:2].N1C=CC=CC=1.[CH2:22]([O:30][C:31]1[CH:36]=[CH:35][C:34]([C:37]2[CH:42]=[CH:41][C:40]([C:43](Cl)=[O:44])=[CH:39][CH:38]=2)=[CH:33][CH:32]=1)[CH2:23][CH2:24][CH2:25][CH2:26][CH2:27][CH2:28][CH3:29].C([O-])(O)=O.[Na+].CCOC(C)=O, predict the reaction product. The product is: [CH2:6]([O:5][P:4]([C:9]1[CH:14]=[CH:13][CH:12]=[CH:11][C:10]=1[NH:15][C:43]([C:40]1[CH:39]=[CH:38][C:37]([C:34]2[CH:35]=[CH:36][C:31]([O:30][CH2:22][CH2:23][CH2:24][CH2:25][CH2:26][CH2:27][CH2:28][CH3:29])=[CH:32][CH:33]=2)=[CH:42][CH:41]=1)=[O:44])(=[O:8])[O:3][CH2:1][CH3:2])[CH3:7]. (4) Given the reactants O=C1NC(C(NCC2C=CN=C(OCCCC3N=CNN=3)C=2)=O)=NC2SC=C(COCC3C=CC(C(OCC)=O)=CC=3)C1=2.[O:44]=[C:45]1[NH:50][C:49]([C:51](=[O:69])[NH:52][CH2:53][C:54]2[CH:59]=[CH:58][CH:57]=[C:56]([O:60][CH2:61][CH2:62][O:63][C:64]3[N:68]=[CH:67][NH:66][N:65]=3)[CH:55]=2)=[N:48][C:47]2[S:70][CH:71]=[C:72]([C:73]3[CH:74]=[C:75]([CH:81]=[CH:82][CH:83]=3)[C:76]([O:78]CC)=[O:77])[C:46]1=2, predict the reaction product. The product is: [O:44]=[C:45]1[NH:50][C:49]([C:51](=[O:69])[NH:52][CH2:53][C:54]2[CH:59]=[CH:58][CH:57]=[C:56]([O:60][CH2:61][CH2:62][O:63][C:64]3[N:68]=[CH:67][NH:66][N:65]=3)[CH:55]=2)=[N:48][C:47]2[S:70][CH:71]=[C:72]([C:73]3[CH:74]=[C:75]([CH:81]=[CH:82][CH:83]=3)[C:76]([OH:78])=[O:77])[C:46]1=2. (5) The product is: [CH:2]([C@H:15]1[N:20]([CH2:37][C:35]2[CH:34]=[N:33][N:32]([CH3:31])[CH:36]=2)[CH2:19][CH2:18][N:17]([C:21]([O:23][CH2:24][C:25]2[CH:30]=[CH:29][CH:28]=[CH:27][CH:26]=2)=[O:22])[CH2:16]1)([C:3]1[CH:8]=[CH:7][CH:6]=[CH:5][CH:4]=1)[C:9]1[CH:10]=[CH:11][CH:12]=[CH:13][CH:14]=1. Given the reactants Cl.[CH:2]([C@H:15]1[NH:20][CH2:19][CH2:18][N:17]([C:21]([O:23][CH2:24][C:25]2[CH:30]=[CH:29][CH:28]=[CH:27][CH:26]=2)=[O:22])[CH2:16]1)([C:9]1[CH:14]=[CH:13][CH:12]=[CH:11][CH:10]=1)[C:3]1[CH:8]=[CH:7][CH:6]=[CH:5][CH:4]=1.[CH3:31][N:32]1[CH:36]=[C:35]([CH:37]=O)[CH:34]=[N:33]1.C(O[BH-](OC(=O)C)OC(=O)C)(=O)C.[Na+], predict the reaction product. (6) Given the reactants Br[C:2]1[CH:7]=[CH:6][CH:5]=[CH:4][C:3]=1[C:8]1[CH:13]=[CH:12][C:11]([CH2:14][N:15]2[C:19]3[CH:20]=[CH:21][CH:22]=[CH:23][C:18]=3[N:17]=[C:16]2[CH3:24])=[CH:10][CH:9]=1.[CH3:25][N:26]1[CH2:31][CH2:30][NH:29][CH2:28][CH2:27]1.C1(P(C2C=CC=CC=2)C2C=CC3C(=CC=CC=3)C=2C2C3C(=CC=CC=3)C=CC=2P(C2C=CC=CC=2)C2C=CC=CC=2)C=CC=CC=1.CC(C)([O-])C.[Na+], predict the reaction product. The product is: [CH3:24][C:16]1[N:15]([CH2:14][C:11]2[CH:12]=[CH:13][C:8]([C:3]3[CH:4]=[CH:5][CH:6]=[CH:7][C:2]=3[N:29]3[CH2:30][CH2:31][N:26]([CH3:25])[CH2:27][CH2:28]3)=[CH:9][CH:10]=2)[C:19]2[CH:20]=[CH:21][CH:22]=[CH:23][C:18]=2[N:17]=1. (7) Given the reactants [Cl:1][C:2]1[N:3]=[C:4]2[NH:11][C:10]([CH3:13])([CH3:12])[CH2:9][N:5]2[C:6](=[O:8])[CH:7]=1.C(=O)([O-])[O-].[Cs+].[Cs+].CC1C=CC(S(O[CH2:31][CH2:32][O:33][CH:34]([CH3:36])[CH3:35])(=O)=O)=CC=1.O, predict the reaction product. The product is: [Cl:1][C:2]1[N:3]=[C:4]2[N:11]([CH2:31][CH2:32][O:33][CH:34]([CH3:36])[CH3:35])[C:10]([CH3:13])([CH3:12])[CH2:9][N:5]2[C:6](=[O:8])[CH:7]=1. (8) Given the reactants [O:1]1[C:5]2[CH:6]=[CH:7][C:8]([CH2:10][C:11]([NH:13][C:14]3[CH:22]=[C:21]([N:23]4[CH2:28][CH2:27][N:26]([CH3:29])[CH2:25][CH2:24]4)[CH:20]=[C:19]([F:30])[C:15]=3[C:16]([OH:18])=[O:17])=O)=[CH:9][C:4]=2[O:3][CH2:2]1, predict the reaction product. The product is: [O:1]1[C:5]2[CH:6]=[CH:7][C:8]([CH2:10][C:11]3[O:17][C:16](=[O:18])[C:15]4[C:19]([F:30])=[CH:20][C:21]([N:23]5[CH2:28][CH2:27][N:26]([CH3:29])[CH2:25][CH2:24]5)=[CH:22][C:14]=4[N:13]=3)=[CH:9][C:4]=2[O:3][CH2:2]1.